From a dataset of Reaction yield outcomes from USPTO patents with 853,638 reactions. Predict the reaction yield, written as a fraction of the theoretical maximum amount of product (1.0 means a 100% yield; for example, 0.34 means a 34% yield). (1) The reactants are [NH2:1][CH:2]1[CH2:7][CH2:6][N:5]([CH2:8][CH2:9][N:10]2[C:15]3[CH:16]=[C:17]([F:20])[CH:18]=[CH:19][C:14]=3[O:13][CH2:12][C:11]2=[O:21])[CH2:4][CH2:3]1.[O:22]=[C:23]1[CH2:28][O:27][C:26]2[CH:29]=[CH:30][C:31](C=O)=[N:32][C:25]=2[NH:24]1.[C:35]([BH3-])#N.[Na+]. No catalyst specified. The product is [F:20][C:17]1[CH:18]=[CH:19][C:14]2[O:13][CH2:12][C:11](=[O:21])[N:10]([CH2:9][CH2:8][N:5]3[CH2:4][CH2:3][CH:2]([NH:1][CH2:35][N:24]4[C:23](=[O:22])[CH2:28][O:27][C:26]5[CH:29]=[CH:30][CH:31]=[N:32][C:25]4=5)[CH2:7][CH2:6]3)[C:15]=2[CH:16]=1. The yield is 0.160. (2) The reactants are [CH3:1][C:2]1[CH:3]=[C:4]([CH:9]=[CH:10][CH:11]=1)[C:5]([O:7][CH3:8])=[O:6].[Br:12]N1C(=O)CCC1=O. The catalyst is ClCCl.C(OOC(=O)C1C=CC=CC=1)(=O)C1C=CC=CC=1. The product is [Br:12][CH2:1][C:2]1[CH:3]=[C:4]([CH:9]=[CH:10][CH:11]=1)[C:5]([O:7][CH3:8])=[O:6]. The yield is 0.380. (3) The reactants are [CH3:1][O:2][C:3]1[CH:8]=[CH:7][C:6]([CH2:9][C:10]([OH:12])=O)=[CH:5][CH:4]=1.[CH3:13][C:14]1[N:15]=[CH:16][N:17]([C:19]2[S:20][CH:21]=[CH:22][C:23]=2[NH2:24])[CH:18]=1. No catalyst specified. The product is [CH3:1][O:2][C:3]1[CH:4]=[CH:5][C:6]([CH2:9][C:10]([NH:24][C:23]2[CH:22]=[CH:21][S:20][C:19]=2[N:17]2[CH:18]=[C:14]([CH3:13])[N:15]=[CH:16]2)=[O:12])=[CH:7][CH:8]=1. The yield is 0.0600. (4) The reactants are CC1C=CC(S(O[CH2:12][CH2:13][CH2:14][CH2:15][CH:16]2[CH2:21][CH2:20][O:19][S:18](=[O:23])(=[O:22])[NH:17]2)(=O)=O)=CC=1.C([O-])([O-])=O.[K+].[K+]. The catalyst is CN(C=O)C.[N+](CCCC)(CCCC)(CCCC)CCCC.[I-]. The product is [S:18]1(=[O:23])(=[O:22])[N:17]2[CH2:12][CH2:13][CH2:14][CH2:15][CH:16]2[CH2:21][CH2:20][O:19]1. The yield is 0.800. (5) The reactants are [Br:1][C:2]1[C:3](F)=[C:4]2[C:10]([NH:11][C:12](=[O:21])[C:13]3[CH:18]=[C:17]([CH3:19])[CH:16]=[CH:15][C:14]=3[F:20])=[CH:9][NH:8][C:5]2=[N:6][CH:7]=1.[NH:23]1[CH2:28][CH2:27][CH2:26][C@@H:25]([NH:29][C:30](=[O:36])[O:31][C:32]([CH3:35])([CH3:34])[CH3:33])[CH2:24]1. The catalyst is CCCCO. The product is [Br:1][C:2]1[C:3]([N:23]2[CH2:28][CH2:27][CH2:26][C@@H:25]([NH:29][C:30](=[O:36])[O:31][C:32]([CH3:34])([CH3:33])[CH3:35])[CH2:24]2)=[C:4]2[C:10]([NH:11][C:12](=[O:21])[C:13]3[CH:18]=[C:17]([CH3:19])[CH:16]=[CH:15][C:14]=3[F:20])=[CH:9][NH:8][C:5]2=[N:6][CH:7]=1. The yield is 0.390.